This data is from Reaction yield outcomes from USPTO patents with 853,638 reactions. The task is: Predict the reaction yield, written as a fraction of the theoretical maximum amount of product (1.0 means a 100% yield; for example, 0.34 means a 34% yield). (1) The reactants are [CH3:1][C:2]1[S:3][C:4]2[C:13]3[N:12]=[C:11]([NH2:14])[N:10]=[CH:9][C:8]=3[CH2:7][CH2:6][C:5]=2[N:15]=1.Cl[C:17]([O:19][CH2:20][CH2:21][CH:22]=[CH2:23])=[O:18].[Cl-].[NH4+]. The catalyst is N1C=CC=CC=1. The product is [CH2:20]([O:19][C:17](=[O:18])[NH:14][C:11]1[N:10]=[CH:9][C:8]2[CH2:7][CH2:6][C:5]3[N:15]=[C:2]([CH3:1])[S:3][C:4]=3[C:13]=2[N:12]=1)[CH2:21][CH:22]=[CH2:23]. The yield is 0.840. (2) The reactants are C(Cl)(=O)C(Cl)=O.[CH3:7][C:8]1[CH:13]=[CH:12][C:11]([C:14]2[O:15][C:16]([CH3:19])=[N:17][N:18]=2)=[CH:10][C:9]=1[C:20]1[CH:25]=[CH:24][C:23]([C:26]([Cl:28])=[O:27])=[CH:22][CH:21]=1.CC1C=CC(C2OC(C)=NN=2)=CC=1C1C(C(O)=O)=CC=CC=1. The catalyst is CN(C=O)C.C(Cl)Cl. The product is [CH3:7][C:8]1[CH:13]=[CH:12][C:11]([C:14]2[O:15][C:16]([CH3:19])=[N:17][N:18]=2)=[CH:10][C:9]=1[C:20]1[CH:25]=[CH:24][C:23]([C:26]([Cl:28])=[O:27])=[CH:22][CH:21]=1. The yield is 1.00. (3) The reactants are [CH:1]([C:3]1[CH:4]=[C:5]2[N:11]([CH2:12][O:13][CH2:14][CH2:15][Si:16]([CH3:19])([CH3:18])[CH3:17])[C:10]([C:20]3[CH:25]=[CH:24][N:23]=[C:22]([NH:26][C:27](=[O:29])[CH3:28])[CH:21]=3)=[C:9]([C:30]3[CH:35]=[CH:34][C:33]([O:36][CH3:37])=[CH:32][N:31]=3)[C:6]2=[N:7][CH:8]=1)=[O:2].[Br-].C([O:41][C:42](=O)[C:43]([Zn+])([F:45])[F:44])C.[NH3:48]. The catalyst is C1COCC1.CO. The product is [C:27]([NH:26][C:22]1[CH:21]=[C:20]([C:10]2[N:11]([CH2:12][O:13][CH2:14][CH2:15][Si:16]([CH3:19])([CH3:18])[CH3:17])[C:5]3[C:6](=[N:7][CH:8]=[C:3]([CH:1]([OH:2])[C:43]([F:45])([F:44])[C:42]([NH2:48])=[O:41])[CH:4]=3)[C:9]=2[C:30]2[CH:35]=[CH:34][C:33]([O:36][CH3:37])=[CH:32][N:31]=2)[CH:25]=[CH:24][N:23]=1)(=[O:29])[CH3:28]. The yield is 0.170. (4) The reactants are [C:1]([NH:11][C@H:12]([C:16]([OH:18])=[O:17])[CH:13]([CH3:15])[CH3:14])([O:3][CH2:4][C:5]1[CH:10]=[CH:9][CH:8]=[CH:7][CH:6]=1)=[O:2].ClC(N(C)C)=C(C)C.[CH2:27]([O:34][C:35]([C@:37]1([O:48][C@@H:47]([C@@H:49]([C@@H:51]([CH2:53]O)[OH:52])[OH:50])[C@H:42]([NH:43][C:44](=[O:46])[CH3:45])[C@@H:40]([OH:41])[CH2:39]1)[OH:38])=[O:36])[C:28]1[CH:33]=[CH:32][CH:31]=[CH:30][CH:29]=1. The catalyst is ClCCl.N1C=CC=CC=1. The product is [CH2:27]([O:34][C:35]([C:37]1([OH:38])[CH2:39][CH:40]([OH:41])[CH:42]([NH:43][C:44](=[O:46])[CH3:45])[CH:47]([CH:49]([OH:50])[CH:51]([OH:52])[CH2:53][O:17][C:16](=[O:18])[CH:12]([NH:11][C:1]([O:3][CH2:4][C:5]2[CH:10]=[CH:9][CH:8]=[CH:7][CH:6]=2)=[O:2])[CH:13]([CH3:14])[CH3:15])[O:48]1)=[O:36])[C:28]1[CH:33]=[CH:32][CH:31]=[CH:30][CH:29]=1. The yield is 0.320. (5) The catalyst is CO. The yield is 0.910. The reactants are [N:1]([C@H:4]1[C:9]([F:11])([F:10])[CH2:8][CH2:7][CH2:6][C@H:5]1[NH:12][C:13](=[O:19])[O:14][C:15]([CH3:18])([CH3:17])[CH3:16])=[N+]=[N-].[H][H]. The product is [NH2:1][C@H:4]1[C:9]([F:11])([F:10])[CH2:8][CH2:7][CH2:6][C@H:5]1[NH:12][C:13](=[O:19])[O:14][C:15]([CH3:17])([CH3:16])[CH3:18]. (6) The reactants are [C:1]1([C:23]2[CH:28]=[CH:27][CH:26]=[CH:25][CH:24]=2)[CH:6]=[CH:5][CH:4]=[C:3]([NH:7][C:8](=[O:22])[CH2:9][CH2:10][CH2:11][CH2:12][CH2:13][NH:14][C:15](=[O:21])OC(C)(C)C)[CH:2]=1.C1(C2C=CC=CC=2)C=CC=C(N)C=1.[CH3:42][C:43]1([CH3:53])[O:47][CH:46]([CH2:48]C(O)=O)[C:45](=[O:52])[O:44]1. No catalyst specified. The product is [C:1]1([C:23]2[CH:24]=[CH:25][CH:26]=[CH:27][CH:28]=2)[CH:6]=[CH:5][CH:4]=[C:3]([NH:7][C:8](=[O:22])[CH2:9][CH2:10][CH2:11][CH2:12][CH2:13][NH:14][C:15](=[O:21])[CH2:48][CH:46]2[C:45](=[O:52])[O:44][C:43]([CH3:53])([CH3:42])[O:47]2)[CH:2]=1. The yield is 0.630. (7) The reactants are FC(F)(F)C1C=C(NC(=O)NC2C=CC(C3SC(CCC(OC)=O)=NC=3)=CC=2)C=CC=1.[NH2:32][C:33]1[CH:38]=[CH:37][C:36]([C:39]2[O:43][C:42]([CH2:44][C:45]([CH3:51])([CH3:50])[C:46]([O:48][CH3:49])=[O:47])=[N:41][CH:40]=2)=[CH:35][CH:34]=1.[Cl:52][C:53]1[CH:58]=[CH:57][C:56]([N:59]=[C:60]=[O:61])=[C:55]([O:62][C:63]2[CH:68]=[CH:67][CH:66]=[CH:65][CH:64]=2)[CH:54]=1. No catalyst specified. The product is [Cl:52][C:53]1[CH:58]=[CH:57][C:56]([NH:59][C:60](=[O:61])[NH:32][C:33]2[CH:34]=[CH:35][C:36]([C:39]3[O:43][C:42]([CH2:44][C:45]([CH3:51])([CH3:50])[C:46]([O:48][CH3:49])=[O:47])=[N:41][CH:40]=3)=[CH:37][CH:38]=2)=[C:55]([O:62][C:63]2[CH:64]=[CH:65][CH:66]=[CH:67][CH:68]=2)[CH:54]=1. The yield is 0.810. (8) The reactants are [OH-].[K+].[N:3]1[C:12]2[C:7](=[CH:8][C:9]([OH:13])=[CH:10][CH:11]=2)[CH:6]=[CH:5][CH:4]=1.Br[CH2:15][CH2:16][O:17][C:18]1[CH:25]=[CH:24][C:21]([CH:22]=[O:23])=[CH:20][CH:19]=1. The catalyst is C(O)C. The product is [N:3]1[C:12]2[C:7](=[CH:8][C:9]([O:13][CH2:15][CH2:16][O:17][C:18]3[CH:25]=[CH:24][C:21]([CH:22]=[O:23])=[CH:20][CH:19]=3)=[CH:10][CH:11]=2)[CH:6]=[CH:5][CH:4]=1. The yield is 0.440.